From a dataset of Reaction yield outcomes from USPTO patents with 853,638 reactions. Predict the reaction yield, written as a fraction of the theoretical maximum amount of product (1.0 means a 100% yield; for example, 0.34 means a 34% yield). (1) The reactants are N#N.CCN=C=NCCCN(C)C.Cl.CCN(CC)CC.[CH3:22][O:23][C:24]1[CH:25]=[C:26]([CH2:34][CH2:35][C:36]([OH:38])=O)[CH:27]=[C:28]([O:32][CH3:33])[C:29]=1[O:30][CH3:31].[CH3:39][O:40][C:41](=[O:56])[CH2:42][C:43]1[CH:44]=[C:45]([C:49]2[CH:54]=[CH:53][CH:52]=[CH:51][C:50]=2[NH2:55])[CH:46]=[CH:47][CH:48]=1. The catalyst is C(Cl)Cl.CN(C1C=CN=CC=1)C. The product is [CH3:39][O:40][C:41](=[O:56])[CH2:42][C:43]1[CH:44]=[C:45]([C:49]2[CH:54]=[CH:53][CH:52]=[CH:51][C:50]=2[NH:55][C:36](=[O:38])[CH2:35][CH2:34][C:26]2[CH:27]=[C:28]([O:32][CH3:33])[C:29]([O:30][CH3:31])=[C:24]([O:23][CH3:22])[CH:25]=2)[CH:46]=[CH:47][CH:48]=1. The yield is 0.480. (2) The reactants are CS(O[CH2:6][CH2:7][CH2:8][C:9]1[C:17]2[C:12](=[CH:13][CH:14]=[CH:15][CH:16]=2)[N:11]([CH2:18][CH2:19][O:20][Si:21]([C:24]([CH3:27])([CH3:26])[CH3:25])([CH3:23])[CH3:22])[CH:10]=1)(=O)=O.[I-:28].[Na+]. No catalyst specified. The product is [Si:21]([O:20][CH2:19][CH2:18][N:11]1[C:12]2[C:17](=[CH:16][CH:15]=[CH:14][CH:13]=2)[C:9]([CH2:8][CH2:7][CH2:6][I:28])=[CH:10]1)([C:24]([CH3:27])([CH3:26])[CH3:25])([CH3:23])[CH3:22]. The yield is 0.710.